From a dataset of Forward reaction prediction with 1.9M reactions from USPTO patents (1976-2016). Predict the product of the given reaction. (1) Given the reactants [C:1]([NH:4][C:5]1[N:6]=[C:7]2[CH:12]=[CH:11][C:10]([C:13]3[CH:14]=[N:15][C:16]([Cl:33])=[C:17]([NH:19][S:20]([C:23]4[CH:28]=[CH:27][CH:26]=[C:25]([O:29][CH:30]([F:32])[F:31])[CH:24]=4)(=[O:22])=[O:21])[CH:18]=3)=[N:9][N:8]2[C:34]=1[C:35]1[CH2:40][CH2:39][N:38](C(OC(C)(C)C)=O)[CH2:37][CH:36]=1)(=[O:3])[CH3:2].FC(F)(F)C(O)=O, predict the reaction product. The product is: [Cl:33][C:16]1[N:15]=[CH:14][C:13]([C:10]2[CH:11]=[CH:12][C:7]3[N:8]([C:34]([C:35]4[CH2:40][CH2:39][NH:38][CH2:37][CH:36]=4)=[C:5]([NH:4][C:1](=[O:3])[CH3:2])[N:6]=3)[N:9]=2)=[CH:18][C:17]=1[NH:19][S:20]([C:23]1[CH:28]=[CH:27][CH:26]=[C:25]([O:29][CH:30]([F:31])[F:32])[CH:24]=1)(=[O:21])=[O:22]. (2) Given the reactants C(OC(=O)[NH:6][C:7]1[CH:12]=[CH:11][CH:10]=[C:9]([C:13]2[N:14]=[C:15]([C:25]([CH3:28])([CH3:27])[CH3:26])[S:16][C:17]=2[C:18]2[CH:23]=[CH:22][N:21]=[C:20]([NH2:24])[N:19]=2)[C:8]=1[F:29])C=C.CCCC[N+](CCCC)(CCCC)CCCC.[F-], predict the reaction product. The product is: [NH2:6][C:7]1[C:8]([F:29])=[C:9]([C:13]2[N:14]=[C:15]([C:25]([CH3:27])([CH3:26])[CH3:28])[S:16][C:17]=2[C:18]2[CH:23]=[CH:22][N:21]=[C:20]([NH2:24])[N:19]=2)[CH:10]=[CH:11][CH:12]=1. (3) Given the reactants [F:1][C:2]([F:15])([F:14])[C:3]1[CH:4]=[C:5]2[C:9](=[CH:10][CH:11]=1)[NH:8][C:7]([CH2:12][OH:13])=[CH:6]2.[OH-].[K+].FC(F)(F)S([O-])(=O)=O.[C:26]1([S+](C2C=CC=CC=2)C=C)C=CC=C[CH:27]=1, predict the reaction product. The product is: [F:15][C:2]([F:14])([F:1])[C:3]1[CH:11]=[CH:10][C:9]2[N:8]3[CH2:26][CH2:27][O:13][CH2:12][C:7]3=[CH:6][C:5]=2[CH:4]=1.